Task: Predict the reactants needed to synthesize the given product.. Dataset: Full USPTO retrosynthesis dataset with 1.9M reactions from patents (1976-2016) (1) Given the product [Cl:32][C:27]1[CH:26]=[C:25]([CH:30]=[C:29]([Cl:31])[CH:28]=1)[C:24]([NH:23][C:20]1[N:21]=[CH:22][C:17]2[CH2:16][N:15]([C:13](=[O:12])[C:54]3[CH:53]=[CH:49][CH:48]=[C:47]([C:46]([F:57])([F:56])[F:45])[CH:55]=3)[CH2:35][CH2:34][C:18]=2[N:19]=1)=[O:33], predict the reactants needed to synthesize it. The reactants are: FC(F)(F)C(O)=O.C([O:12][C:13]([N:15]1[CH2:35][CH2:34][C:18]2[N:19]=[C:20]([NH:23][C:24](=[O:33])[C:25]3[CH:30]=[C:29]([Cl:31])[CH:28]=[C:27]([Cl:32])[CH:26]=3)[N:21]=[CH:22][C:17]=2[CH2:16]1)=O)(C)(C)C.CCN(C(C)C)C(C)C.[F:45][C:46]([F:57])([F:56])[C:47]1[CH:48]=[C:49]([CH:53]=[CH:54][CH:55]=1)C(O)=O.CCN=C=NCCCN(C)C.C1C=NC2N(O)N=NC=2C=1. (2) Given the product [F:11][C:7]1[CH:8]=[CH:9][CH:10]=[C:2]2[C:3]=1[C:4]([N:22]1[CH2:26][CH2:25][CH2:24][CH2:23]1)=[N:6][C:15]([C:14]1[CH:18]=[CH:19][CH:20]=[CH:21][C:13]=1[F:12])=[N:1]2, predict the reactants needed to synthesize it. The reactants are: [NH2:1][C:2]1[CH:10]=[CH:9][CH:8]=[C:7]([F:11])[C:3]=1[C:4]([NH2:6])=O.[F:12][C:13]1[CH:21]=[CH:20][CH:19]=[CH:18][C:14]=1[C:15](Cl)=O.[NH:22]1[CH2:26][CH2:25][CH2:24][CH2:23]1. (3) Given the product [CH2:1]([O:3][C:4]1[CH:5]=[CH:6][C:7]([F:10])=[C:8]([OH:17])[CH:9]=1)[CH3:2], predict the reactants needed to synthesize it. The reactants are: [CH2:1]([O:3][C:4]1[CH:9]=[CH:8][C:7]([F:10])=[CH:6][CH:5]=1)[CH3:2].C([Li])CCC.C[O:17]B(OC)OC.OO.S([O-])([O-])=O.[Na+].[Na+]. (4) Given the product [F:1][C:2]1[CH:10]=[CH:9][C:5]([C:6]([NH:21][C:18]2[CH:19]=[CH:20][C:15]([F:14])=[C:16]([CH3:22])[CH:17]=2)=[O:7])=[CH:4][C:3]=1[N+:11]([O-:13])=[O:12], predict the reactants needed to synthesize it. The reactants are: [F:1][C:2]1[CH:10]=[CH:9][C:5]([C:6](Cl)=[O:7])=[CH:4][C:3]=1[N+:11]([O-:13])=[O:12].[F:14][C:15]1[CH:20]=[CH:19][C:18]([NH2:21])=[CH:17][C:16]=1[CH3:22]. (5) Given the product [CH2:1]([CH:8]1[CH2:13][CH2:12][N:11]([CH2:20][CH2:19][CH:18]2[C:17](=[O:24])[O:16][C:15]([CH3:25])([CH3:14])[O:22][C:21]2=[O:23])[CH2:10][CH2:9]1)[C:2]1[CH:7]=[CH:6][CH:5]=[CH:4][CH:3]=1, predict the reactants needed to synthesize it. The reactants are: [CH2:1]([CH:8]1[CH2:13][CH2:12][NH:11][CH2:10][CH2:9]1)[C:2]1[CH:7]=[CH:6][CH:5]=[CH:4][CH:3]=1.[CH3:14][C:15]1([CH3:25])[O:22][C:21](=[O:23])[C:18]2([CH2:20][CH2:19]2)[C:17](=[O:24])[O:16]1. (6) Given the product [CH:16]1([NH:19][CH2:2][C:3]2([OH:1])[CH2:8][CH2:7][N:6]([C:9]([O:11][C:12]([CH3:15])([CH3:14])[CH3:13])=[O:10])[CH2:5][CH2:4]2)[CH2:18][CH2:17]1, predict the reactants needed to synthesize it. The reactants are: [O:1]1[C:3]2([CH2:8][CH2:7][N:6]([C:9]([O:11][C:12]([CH3:15])([CH3:14])[CH3:13])=[O:10])[CH2:5][CH2:4]2)[CH2:2]1.[CH:16]1([NH2:19])[CH2:18][CH2:17]1.